From a dataset of Tox21: 12 toxicity assays (nuclear receptors and stress response pathways). Binary classification across 12 toxicity assays. (1) The compound is C=C1CC[C@H](O)C/C1=C/C=C1\CCC[C@@]2(C)[C@H]1CC[C@@H]2[C@H](C)/C=C/[C@H](C)C(C)C. It tested positive (active) for: NR-ER (Estrogen Receptor agonist activity), SR-ARE (Antioxidant Response Element (oxidative stress)), and SR-HSE (Heat Shock Element response). (2) The drug is CC(C)(Cc1c[nH]c2ccccc12)NCC(O)COc1ccccc1C#N. It tested positive (active) for: NR-AhR (Aryl hydrocarbon Receptor agonist activity). (3) The molecule is CCOC(=O)C1=C(C)NC(C)=C(C(=O)OCC)C1c1ccccc1/C=C/C(=O)OC(C)(C)C. It tested positive (active) for: NR-AhR (Aryl hydrocarbon Receptor agonist activity), NR-Aromatase (Aromatase enzyme inhibition), NR-ER-LBD (Estrogen Receptor Ligand Binding Domain agonist), NR-PPAR-gamma (PPAR-gamma nuclear receptor agonist), SR-ARE (Antioxidant Response Element (oxidative stress)), SR-HSE (Heat Shock Element response), and SR-p53 (p53 tumor suppressor activation). (4) The compound is N=C(N)NC(=N)NCCc1ccccc1. It tested positive (active) for: SR-ARE (Antioxidant Response Element (oxidative stress)). (5) The drug is O=C1Cc2ccccc2N1c1c(Cl)cccc1Cl. It tested positive (active) for: NR-ER (Estrogen Receptor agonist activity), NR-ER-LBD (Estrogen Receptor Ligand Binding Domain agonist), and SR-ARE (Antioxidant Response Element (oxidative stress)). (6) The compound is O=C1C(=Cc2cccs2)CCCC1=Cc1cccs1. It tested positive (active) for: NR-AhR (Aryl hydrocarbon Receptor agonist activity), NR-ER (Estrogen Receptor agonist activity), and SR-ATAD5 (ATAD5 genotoxicity (DNA damage)).